Dataset: Peptide-MHC class II binding affinity with 134,281 pairs from IEDB. Task: Regression. Given a peptide amino acid sequence and an MHC pseudo amino acid sequence, predict their binding affinity value. This is MHC class II binding data. (1) The binding affinity (normalized) is 0. The MHC is HLA-DPA10201-DPB11401 with pseudo-sequence HLA-DPA10201-DPB11401. The peptide sequence is AADHAAPEDKYEAFV. (2) The peptide sequence is GTGSLVITASMSGHI. The MHC is DRB1_0101 with pseudo-sequence DRB1_0101. The binding affinity (normalized) is 0.640. (3) The peptide sequence is AAFQGAHARFVAAAA. The MHC is HLA-DQA10101-DQB10501 with pseudo-sequence HLA-DQA10101-DQB10501. The binding affinity (normalized) is 0.215. (4) The binding affinity (normalized) is 0.439. The MHC is DRB5_0101 with pseudo-sequence DRB5_0101. The peptide sequence is KLLPVPPTVTIFKIS. (5) The peptide sequence is KPTGAGPKDNGGACG. The MHC is DRB1_1302 with pseudo-sequence DRB1_1302. The binding affinity (normalized) is 0. (6) The peptide sequence is SSTGLKNDLLENLQAYQKRM. The MHC is DRB1_0403 with pseudo-sequence DRB1_0403. The binding affinity (normalized) is 0.382. (7) The binding affinity (normalized) is 0.311. The peptide sequence is GDVFVIREPFISCSH. The MHC is DRB1_0802 with pseudo-sequence DRB1_0802.